Task: Predict the reaction yield, written as a fraction of the theoretical maximum amount of product (1.0 means a 100% yield; for example, 0.34 means a 34% yield).. Dataset: Reaction yield outcomes from USPTO patents with 853,638 reactions The reactants are Br[C:2]1[CH:3]=[C:4]2[O:10][C:9]([CH3:11])=[N:8][C:5]2=[N:6][CH:7]=1.[F:12][C:13]1[CH:21]=[C:20]2[C:16]([C:17](B3OC(C)(C)C(C)(C)O3)=[CH:18][N:19]2C(OC(C)(C)C)=O)=[CH:15][CH:14]=1.C([O-])([O-])=O.[Na+].[Na+]. The catalyst is COCCOC.O.C1C=CC([P]([Pd]([P](C2C=CC=CC=2)(C2C=CC=CC=2)C2C=CC=CC=2)([P](C2C=CC=CC=2)(C2C=CC=CC=2)C2C=CC=CC=2)[P](C2C=CC=CC=2)(C2C=CC=CC=2)C2C=CC=CC=2)(C2C=CC=CC=2)C2C=CC=CC=2)=CC=1. The product is [F:12][C:13]1[CH:21]=[C:20]2[C:16]([C:17]([C:2]3[CH:3]=[C:4]4[O:10][C:9]([CH3:11])=[N:8][C:5]4=[N:6][CH:7]=3)=[CH:18][NH:19]2)=[CH:15][CH:14]=1. The yield is 0.0200.